From a dataset of Reaction yield outcomes from USPTO patents with 853,638 reactions. Predict the reaction yield, written as a fraction of the theoretical maximum amount of product (1.0 means a 100% yield; for example, 0.34 means a 34% yield). (1) The reactants are [CH3:1][O:2]S([O-])(=O)=O.[NH2:7][C:8]1[CH:16]=[CH:15][C:14]([Br:17])=[CH:13][C:9]=1[C:10](O)=[O:11].CCN(CC)CC. The catalyst is CN(C=O)C. The product is [NH2:7][C:8]1[CH:16]=[CH:15][C:14]([Br:17])=[CH:13][C:9]=1[C:10]([O:2][CH3:1])=[O:11]. The yield is 0.560. (2) The reactants are [Mg].Br[C:3]1[CH:4]=[C:5]([C:9]2[CH:18]=[CH:17][C:16]3[C:11](=CC=CC=3)[CH:10]=2)[CH:6]=[CH:7][CH:8]=1.[C:19]1(=[O:29])[O:24][C:22](=[O:23])[C:21]2=[CH:25][CH:26]=[CH:27][CH:28]=[C:20]12.Cl. The catalyst is CCOCC.C1C=CC=CC=1. The product is [C:5]1([C:9]2[CH:18]=[C:17]([CH:16]=[CH:11][CH:10]=2)[C:22]([C:21]2[CH:25]=[CH:26][CH:27]=[CH:28][C:20]=2[C:19]([OH:24])=[O:29])=[O:23])[CH:6]=[CH:7][CH:8]=[CH:3][CH:4]=1. The yield is 0.690. (3) The reactants are [Cl:1][C:2]1[CH:11]=[CH:10][C:9]2[N:8]=[CH:7][C:6]3[N:12]=[CH:13][N:14]([CH2:15][C:16]4[CH:21]=[CH:20][C:19]([O:22][CH3:23])=[CH:18][C:17]=4[O:24][CH3:25])[C:5]=3[C:4]=2[CH:3]=1.ClC1C=CC=C(C(OO)=[O:34])C=1.C(Cl)Cl. The catalyst is CO.C(Cl)Cl. The product is [Cl:1][C:2]1[CH:11]=[CH:10][C:9]2[NH:8][C:7](=[O:34])[C:6]3[N:12]=[CH:13][N:14]([CH2:15][C:16]4[CH:21]=[CH:20][C:19]([O:22][CH3:23])=[CH:18][C:17]=4[O:24][CH3:25])[C:5]=3[C:4]=2[CH:3]=1. The yield is 0.770. (4) The reactants are [Br:1][C:2]1[C:3]([F:12])=[C:4]2[C:10]([NH2:11])=[CH:9][NH:8][C:5]2=[N:6][CH:7]=1.[N:13]1[CH:18]=[CH:17][CH:16]=[N:15][C:14]=1[C:19](O)=[O:20].O=C1N(P(Cl)(N2CCOC2=O)=O)CCO1.C(N(CC)CC)C. The catalyst is C(Cl)Cl.O. The product is [Br:1][C:2]1[C:3]([F:12])=[C:4]2[C:10]([NH:11][C:19]([C:14]3[N:15]=[CH:16][CH:17]=[CH:18][N:13]=3)=[O:20])=[CH:9][NH:8][C:5]2=[N:6][CH:7]=1. The yield is 0.380. (5) The reactants are CC(OC(/N=N/C(OC(C)C)=O)=O)C.C1(P(C2C=CC=CC=2)C2C=CC=CC=2)C=CC=CC=1.[O:34]1[CH2:39][CH2:38][CH2:37][CH:36]([OH:40])[CH2:35]1.[F:41][C:42]1[CH:47]=[C:46](O)[CH:45]=[C:44]([F:49])[C:43]=1[C:50]1[N:55]=[C:54]([C:56]([O:58][CH3:59])=[O:57])[CH:53]=[CH:52][C:51]=1[F:60]. The catalyst is C1COCC1. The product is [F:41][C:42]1[CH:47]=[C:46]([O:40][CH:36]2[CH2:37][CH2:38][CH2:39][O:34][CH2:35]2)[CH:45]=[C:44]([F:49])[C:43]=1[C:50]1[N:55]=[C:54]([C:56]([O:58][CH3:59])=[O:57])[CH:53]=[CH:52][C:51]=1[F:60]. The yield is 0.390. (6) The reactants are [CH3:1][C:2]1([CH3:8])[CH2:4][CH:3]1[C:5](O)=[O:6].CN(C)C=O.C(Cl)(=O)C(Cl)=O.Cl.[NH2:21][C:22]1[N:23]=[C:24]2[CH:29]=[CH:28][C:27]([O:30][C:31]3[CH:32]=[CH:33][C:34]([F:47])=[C:35]([NH:37][C:38]([C:40]4[N:44]([CH3:45])[N:43]=[C:42]([CH3:46])[CH:41]=4)=[O:39])[CH:36]=3)=[N:26][N:25]2[CH:48]=1. The catalyst is CN(C)C(=O)C.O1CCCC1. The product is [CH3:1][C:2]1([CH3:8])[CH2:4][CH:3]1[C:5]([NH:21][C:22]1[N:23]=[C:24]2[CH:29]=[CH:28][C:27]([O:30][C:31]3[CH:32]=[CH:33][C:34]([F:47])=[C:35]([NH:37][C:38]([C:40]4[N:44]([CH3:45])[N:43]=[C:42]([CH3:46])[CH:41]=4)=[O:39])[CH:36]=3)=[N:26][N:25]2[CH:48]=1)=[O:6]. The yield is 0.160. (7) The reactants are F.F.F.C(N(CC)CC)C.C(N(CC)CC)C.[Si]([O:35][CH2:36][C@H:37]1[O:41][C@@H:40]([N:42]2[CH:49]=[C:48]([CH3:50])[C:46](=[O:47])[NH:45][C:43]2=[O:44])[C@H:39]([O:51][CH2:52][CH2:53][O:54][N:55]([CH3:57])[CH3:56])[C@@H:38]1[OH:58])(C(C)(C)C)(C1C=CC=CC=1)C1C=CC=CC=1.CO. The catalyst is C1COCC1.C(Cl)Cl. The product is [CH3:56][N:55]([CH3:57])[O:54][CH2:53][CH2:52][O:51][C@@H:39]1[C@H:38]([OH:58])[C@@H:37]([CH2:36][OH:35])[O:41][C@H:40]1[N:42]1[CH:49]=[C:48]([CH3:50])[C:46](=[O:47])[NH:45][C:43]1=[O:44]. The yield is 0.925. (8) The reactants are [C:1]([O:4][C@H:5]1[CH2:10][CH2:9][C@@H:8](Cl)[CH:7]=[CH:6]1)(=[O:3])[CH3:2].[N-:12]=[N+:13]=[N-:14].[Na+]. The catalyst is CN(C=O)C.[Cl-].[Na+].O.C(OCC)C.O. The product is [C:1]([O:4][C@H:5]1[CH2:10][CH2:9][C@H:8]([N:12]=[N+:13]=[N-:14])[CH:7]=[CH:6]1)(=[O:3])[CH3:2]. The yield is 0.850. (9) The reactants are C[O:2][C:3]([C:5]1[CH:6]=[CH:7][C:8]2[CH2:9][C@H:10]3[C@@H:15]([C:16]=2[CH:17]=1)[CH2:14][CH2:13][CH2:12][N:11]3[C:18]([C:20]1[CH:28]=[CH:27][C:23]2[NH:24][CH:25]=[N:26][C:22]=2[CH:21]=1)=[O:19])=[O:4].COC(C1C=CC2[C@@H]3[C@@H](N(C(C4C=CC5NC=NC=5C=4)=O)CCC3)CC=2C=1)=O. The product is [NH:24]1[C:23]2[CH:27]=[CH:28][C:20]([C:18]([N:11]3[CH2:12][CH2:13][CH2:14][C@@H:15]4[C:16]5[CH:17]=[C:5]([C:3]([OH:4])=[O:2])[CH:6]=[CH:7][C:8]=5[CH2:9][C@H:10]34)=[O:19])=[CH:21][C:22]=2[N:26]=[CH:25]1. No catalyst specified. The yield is 0.0400.